From a dataset of Forward reaction prediction with 1.9M reactions from USPTO patents (1976-2016). Predict the product of the given reaction. (1) Given the reactants Cl.Cl.C[O:4][C:5](=[O:56])[C@@H:6]([NH:23][C:24]([C@@H:26]1[CH2:35][C:34]2[CH:33]=[C:32]3[O:36][CH2:37][C@H:38]([C:40]4[CH:45]=[CH:44][C:43]([O:46][CH2:47][C:48]5[CH:53]=[CH:52][C:51]([Cl:54])=[C:50]([Cl:55])[CH:49]=5)=[CH:42][CH:41]=4)[O:39][C:31]3=[CH:30][C:29]=2[CH2:28][NH:27]1)=[O:25])[CH2:7][C:8]1[CH:13]=[CH:12][C:11]([O:14][C:15]2[CH:20]=[CH:19][N:18]=[C:17]([CH3:21])[C:16]=2[CH3:22])=[CH:10][CH:9]=1.[CH3:57][N:58]([CH3:63])[S:59](Cl)(=[O:61])=[O:60], predict the reaction product. The product is: [Cl:55][C:50]1[CH:49]=[C:48]([CH:53]=[CH:52][C:51]=1[Cl:54])[CH2:47][O:46][C:43]1[CH:44]=[CH:45][C:40]([C@H:38]2[CH2:37][O:36][C:32]3=[CH:33][C:34]4[CH2:35][C@@H:26]([C:24]([NH:23][C@@H:6]([CH2:7][C:8]5[CH:9]=[CH:10][C:11]([O:14][C:15]6[CH:20]=[CH:19][N:18]=[C:17]([CH3:21])[C:16]=6[CH3:22])=[CH:12][CH:13]=5)[C:5]([OH:4])=[O:56])=[O:25])[N:27]([S:59](=[O:61])(=[O:60])[N:58]([CH3:63])[CH3:57])[CH2:28][C:29]=4[CH:30]=[C:31]3[O:39]2)=[CH:41][CH:42]=1. (2) Given the reactants [C:1]1([C:7](=[O:11])[CH2:8][CH2:9][CH3:10])[CH:6]=[CH:5][CH:4]=[CH:3][CH:2]=1.[Br:12]Br, predict the reaction product. The product is: [Br:12][CH:8]([CH2:9][CH3:10])[C:7]([C:1]1[CH:6]=[CH:5][CH:4]=[CH:3][CH:2]=1)=[O:11]. (3) Given the reactants [CH3:1][O:2][C:3]1[C:8]2[NH:9][C:10](=O)[O:11][C:12](=[O:13])[C:7]=2[CH:6]=[CH:5][CH:4]=1.[OH-].[Na+], predict the reaction product. The product is: [NH2:9][C:8]1[C:3]([O:2][CH3:1])=[CH:4][CH:5]=[CH:6][C:7]=1[C:12]([O:11][CH3:10])=[O:13]. (4) Given the reactants [Cl:1][C:2]1[CH:7]=[C:6]([OH:8])[C:5]([F:9])=[CH:4][N:3]=1.I[CH3:11], predict the reaction product. The product is: [Cl:1][C:2]1[CH:7]=[C:6]([O:8][CH3:11])[C:5]([F:9])=[CH:4][N:3]=1. (5) Given the reactants [CH2:1]=[C:2]([C:4]1[CH:5]=[N:6][C:7]2[C:12]([CH:13]=1)=[C:11]1[CH:14]=[CH:15][CH:16]=[CH:17][C:10]1=[N:9][C:8]=2[NH2:18])[CH3:3].[H][H], predict the reaction product. The product is: [CH:2]([C:4]1[CH:5]=[N:6][C:7]2[C:12]([CH:13]=1)=[C:11]1[CH:14]=[CH:15][CH:16]=[CH:17][C:10]1=[N:9][C:8]=2[NH2:18])([CH3:3])[CH3:1]. (6) Given the reactants [CH3:1][NH2:2].[F:3][C:4]1[CH:9]=[C:8]([N+:10]([O-:12])=[O:11])[C:7](F)=[CH:6][C:5]=1[F:14], predict the reaction product. The product is: [F:3][C:4]1[C:5]([F:14])=[CH:6][C:7]([NH:2][CH3:1])=[C:8]([N+:10]([O-:12])=[O:11])[CH:9]=1. (7) Given the reactants [CH3:1][O:2][C:3]1[CH:8]=[CH:7][C:6]([NH:9][C:10]2[CH:15]=[CH:14][N:13]=[C:12]([NH:16][C@@H:17]([CH3:22])[C:18]([CH3:21])([OH:20])[CH3:19])[N:11]=2)=[CH:5][CH:4]=1.[Cl:23][C:24]1[CH:29]=[CH:28][CH:27]=[CH:26][C:25]=1[N:30]=[C:31]=[O:32], predict the reaction product. The product is: [Cl:23][C:24]1[CH:29]=[CH:28][CH:27]=[CH:26][C:25]=1[NH:30][C:31](=[O:32])[N:9]([C:10]1[CH:15]=[CH:14][N:13]=[C:12]([NH:16][C@@H:17]([CH3:22])[C:18]([OH:20])([CH3:21])[CH3:19])[N:11]=1)[C:6]1[CH:5]=[CH:4][C:3]([O:2][CH3:1])=[CH:8][CH:7]=1.